Dataset: Reaction yield outcomes from USPTO patents with 853,638 reactions. Task: Predict the reaction yield, written as a fraction of the theoretical maximum amount of product (1.0 means a 100% yield; for example, 0.34 means a 34% yield). (1) The reactants are [C:1](=[O:12])([O:7][C:8]([CH3:11])([CH3:10])[CH3:9])OC(C)(C)C.[NH:13]1[CH2:17][CH2:16][CH:15]([OH:18])[CH2:14]1. The catalyst is ClCCl. The product is [OH:18][CH:15]1[CH2:16][CH2:17][N:13]([C:1]([O:7][C:8]([CH3:9])([CH3:10])[CH3:11])=[O:12])[CH2:14]1. The yield is 0.860. (2) The reactants are Br[C:2]1[CH:3]=[C:4]2[C:9](=[C:10]([F:12])[CH:11]=1)[N:8]=[C:7]([Cl:13])[N:6]=[CH:5]2.[CH3:14][O:15][C:16]1[CH:17]=[C:18](B(O)O)[CH:19]=[C:20]([O:22][CH3:23])[CH:21]=1.C(=O)([O-])[O-].[Cs+].[Cs+]. The catalyst is C1COCC1.O.Cl[Pd](Cl)([P](C1C=CC=CC=1)(C1C=CC=CC=1)C1C=CC=CC=1)[P](C1C=CC=CC=1)(C1C=CC=CC=1)C1C=CC=CC=1. The product is [Cl:13][C:7]1[N:6]=[CH:5][C:4]2[C:9](=[C:10]([F:12])[CH:11]=[C:2]([C:18]3[CH:17]=[C:16]([O:15][CH3:14])[CH:21]=[C:20]([O:22][CH3:23])[CH:19]=3)[CH:3]=2)[N:8]=1. The yield is 0.510. (3) The product is [F:27][C:2]([F:1])([F:26])[O:3][C:4]1[CH:9]=[CH:8][C:7]([N:10]2[CH:14]=[N:13][C:12]([C:15]3[CH:20]=[CH:19][C:18]([CH2:21][C:22]([OH:24])=[O:23])=[CH:17][CH:16]=3)=[N:11]2)=[CH:6][CH:5]=1. The reactants are [F:1][C:2]([F:27])([F:26])[O:3][C:4]1[CH:9]=[CH:8][C:7]([N:10]2[CH:14]=[N:13][C:12]([C:15]3[CH:20]=[CH:19][C:18]([CH2:21][C:22]([O:24]C)=[O:23])=[CH:17][CH:16]=3)=[N:11]2)=[CH:6][CH:5]=1.O.[OH-].[Li+]. The catalyst is O1CCCC1.CO.O. The yield is 0.960. (4) The catalyst is O1CCCC1.C(OCC)(=O)C. The yield is 0.820. The reactants are C(OC([NH:8][CH2:9][C:10]1[C:11]([CH2:29][CH:30]([CH3:32])[CH3:31])=[N:12][C:13]2[C:18]([C:19]=1[C:20]1[CH:25]=[CH:24][CH:23]=[CH:22][CH:21]=1)=[CH:17][C:16]([C:26]([OH:28])=[O:27])=[CH:15][CH:14]=2)=O)(C)(C)C.[ClH:33]. The product is [ClH:33].[ClH:33].[NH2:8][CH2:9][C:10]1[C:11]([CH2:29][CH:30]([CH3:32])[CH3:31])=[N:12][C:13]2[C:18]([C:19]=1[C:20]1[CH:25]=[CH:24][CH:23]=[CH:22][CH:21]=1)=[CH:17][C:16]([C:26]([OH:28])=[O:27])=[CH:15][CH:14]=2.